This data is from Catalyst prediction with 721,799 reactions and 888 catalyst types from USPTO. The task is: Predict which catalyst facilitates the given reaction. (1) Reactant: [Cl:1][C:2]1[CH:3]=[C:4]2[C:8](=[CH:9][CH:10]=1)[NH:7][CH:6]=[C:5]2[C:11]1[CH2:12][CH2:13][NH:14][CH2:15][CH:16]=1.[CH3:17][N:18]([CH3:32])[C:19]1([C:26]2[CH:31]=[CH:30][CH:29]=[CH:28][CH:27]=2)[CH2:24][CH2:23][C:22](=O)[CH2:21][CH2:20]1.C(O)(=O)C. Product: [Cl:1][C:2]1[CH:3]=[C:4]2[C:8](=[CH:9][CH:10]=1)[NH:7][CH:6]=[C:5]2[C:11]1[CH2:12][CH2:13][N:14]([CH:22]2[CH2:21][CH2:20][C:19]([N:18]([CH3:32])[CH3:17])([C:26]3[CH:31]=[CH:30][CH:29]=[CH:28][CH:27]=3)[CH2:24][CH2:23]2)[CH2:15][CH:16]=1. The catalyst class is: 26. (2) Reactant: [NH2:1][C:2]1[C:3]([C:9](=[S:11])[NH2:10])=[N:4][CH:5]=[C:6]([Br:8])[CH:7]=1.OO. Product: [NH2:10][C:9]1[S:11][N:1]=[C:2]2[CH:7]=[C:6]([Br:8])[CH:5]=[N:4][C:3]=12. The catalyst class is: 24.